From a dataset of Reaction yield outcomes from USPTO patents with 853,638 reactions. Predict the reaction yield, written as a fraction of the theoretical maximum amount of product (1.0 means a 100% yield; for example, 0.34 means a 34% yield). (1) The reactants are [NH2:1][C:2]1[CH:3]=[C:4]([N:11]2[CH2:16][CH2:15][N:14]([C:17]([O:19][C:20]([CH3:23])([CH3:22])[CH3:21])=[O:18])[CH2:13][CH2:12]2)[C:5]2[O:9][CH:8]=[CH:7][C:6]=2[CH:10]=1.[Cl:24][C:25]1[CH:30]=[CH:29][CH:28]=[CH:27][C:26]=1[S:31](Cl)(=[O:33])=[O:32].N1C=CC=CC=1. The catalyst is C(Cl)Cl. The product is [Cl:24][C:25]1[CH:30]=[CH:29][CH:28]=[CH:27][C:26]=1[S:31]([NH:1][C:2]1[CH:3]=[C:4]([N:11]2[CH2:16][CH2:15][N:14]([C:17]([O:19][C:20]([CH3:23])([CH3:22])[CH3:21])=[O:18])[CH2:13][CH2:12]2)[C:5]2[O:9][CH:8]=[CH:7][C:6]=2[CH:10]=1)(=[O:33])=[O:32]. The yield is 0.720. (2) The reactants are [O:1]=[C:2]([C:26]1[CH:31]=[CH:30][C:29]([C:32]([CH3:36])([CH3:35])[CH2:33][OH:34])=[CH:28][CH:27]=1)[CH2:3][CH2:4][CH2:5][N:6]1[CH2:11][CH2:10][CH:9]([C:12]([OH:25])([C:19]2[CH:24]=[CH:23][CH:22]=[CH:21][CH:20]=2)[C:13]2[CH:18]=[CH:17][CH:16]=[CH:15][CH:14]=2)[CH2:8][CH2:7]1.[BH4-].[Na+].Cl. The catalyst is CO.O. The product is [OH:1][CH:2]([C:26]1[CH:27]=[CH:28][C:29]([C:32]([CH3:36])([CH3:35])[CH2:33][OH:34])=[CH:30][CH:31]=1)[CH2:3][CH2:4][CH2:5][N:6]1[CH2:11][CH2:10][CH:9]([C:12]([OH:25])([C:13]2[CH:14]=[CH:15][CH:16]=[CH:17][CH:18]=2)[C:19]2[CH:24]=[CH:23][CH:22]=[CH:21][CH:20]=2)[CH2:8][CH2:7]1. The yield is 0.790. (3) The reactants are C[O:2][C:3](=[O:21])[CH:4]=[CH:5][C:6]1[CH:11]=[CH:10][C:9]([NH:12][C:13](=[O:20])[C:14]2[CH:19]=[CH:18][CH:17]=[CH:16][CH:15]=2)=[CH:8][CH:7]=1.[Li+].[OH-]. The catalyst is O.CO. The product is [C:13]([NH:12][C:9]1[CH:10]=[CH:11][C:6]([CH:5]=[CH:4][C:3]([OH:21])=[O:2])=[CH:7][CH:8]=1)(=[O:20])[C:14]1[CH:19]=[CH:18][CH:17]=[CH:16][CH:15]=1. The yield is 0.920. (4) The reactants are [F:1][C:2]([F:22])([P:14](=[O:21])([O:18]CC)[O:15]CC)[C:3]1[C:8]([F:9])=[C:7]([F:10])[C:6]([F:11])=[C:5]([F:12])[C:4]=1[F:13].C[Si](Br)(C)C.CO. The catalyst is C(Cl)Cl. The product is [F:22][C:2]([F:1])([P:14](=[O:15])([OH:21])[OH:18])[C:3]1[C:4]([F:13])=[C:5]([F:12])[C:6]([F:11])=[C:7]([F:10])[C:8]=1[F:9]. The yield is 0.770. (5) The reactants are [F:1][C:2]([F:29])([F:28])[C:3]1[CH:4]=[C:5]([C:9]2[C:10]3[N:11]([N:15]=[C:16]([NH:18][C:19]4[CH:27]=[CH:26][C:22]([C:23]([OH:25])=O)=[CH:21][CH:20]=4)[N:17]=3)[CH:12]=[CH:13][CH:14]=2)[CH:6]=[CH:7][CH:8]=1.F[P-](F)(F)(F)(F)F.N1(OC(N(C)C)=[N+](C)C)C2N=CC=CC=2N=N1.C(N(CC)C(C)C)(C)C.[NH2:63][CH:64]1[CH2:69][CH2:68][N:67](C(OCCCC)=O)[CH2:66][CH2:65]1. The catalyst is O1CCCC1.ClCCl. The product is [NH:67]1[CH2:68][CH2:69][CH:64]([NH:63][C:23](=[O:25])[C:22]2[CH:21]=[CH:20][C:19]([NH:18][C:16]3[N:17]=[C:10]4[C:9]([C:5]5[CH:6]=[CH:7][CH:8]=[C:3]([C:2]([F:1])([F:29])[F:28])[CH:4]=5)=[CH:14][CH:13]=[CH:12][N:11]4[N:15]=3)=[CH:27][CH:26]=2)[CH2:65][CH2:66]1. The yield is 0.420. (6) The reactants are [F:1][C:2]1[C:7]([C:8]2[CH:9]=[N:10][N:11]([CH3:13])[CH:12]=2)=[CH:6][CH:5]=[CH:4][C:3]=1[N:14]1[CH:19]=[C:18]([O:20][CH3:21])[C:17](=[O:22])[C:16]([C:23](N(OC)C)=[O:24])=[N:15]1.[CH3:29][Mg+].[Br-]. The catalyst is C1COCC1. The product is [C:23]([C:16]1[C:17](=[O:22])[C:18]([O:20][CH3:21])=[CH:19][N:14]([C:3]2[CH:4]=[CH:5][CH:6]=[C:7]([C:8]3[CH:9]=[N:10][N:11]([CH3:13])[CH:12]=3)[C:2]=2[F:1])[N:15]=1)(=[O:24])[CH3:29]. The yield is 0.800. (7) The reactants are [Br:1][C:2]1[CH:7]=[CH:6][C:5]([N+:8]([O-:10])=[O:9])=[C:4](F)[CH:3]=1.C(N(C(C)C)CC)(C)C.[NH2:21][C:22]1[CH:27]=[CH:26][CH:25]=[CH:24][CH:23]=1.O. The catalyst is CN1C(=O)CCC1. The product is [C:22]1([NH:21][C:4]2[CH:3]=[C:2]([Br:1])[CH:7]=[CH:6][C:5]=2[N+:8]([O-:10])=[O:9])[CH:27]=[CH:26][CH:25]=[CH:24][CH:23]=1. The yield is 0.900. (8) The reactants are C[O:2][C:3](=[O:17])[C:4]([NH:6][C:7]1[C:16]2[C:11](=[CH:12][CH:13]=[CH:14][CH:15]=2)[CH:10]=[CH:9][CH:8]=1)=[O:5].[OH-].[Li+]. The catalyst is C1COCC1. The product is [C:7]1([NH:6][C:4](=[O:5])[C:3]([OH:17])=[O:2])[C:16]2[C:11](=[CH:12][CH:13]=[CH:14][CH:15]=2)[CH:10]=[CH:9][CH:8]=1. The yield is 0.980. (9) The reactants are O1[C:5]2([CH2:10][CH2:9][N:8]([C:11]3[CH:24]=[CH:23][C:14]([CH:15]=[C:16]4[S:20][C:19](=[S:21])[NH:18][C:17]4=[O:22])=[CH:13][CH:12]=3)[CH2:7][CH2:6]2)[O:4]CC1.Cl.[OH-].[NH4+]. No catalyst specified. The product is [O:22]=[C:17]1[C:16](=[CH:15][C:14]2[CH:13]=[CH:12][C:11]([N:8]3[CH2:9][CH2:10][C:5](=[O:4])[CH2:6][CH2:7]3)=[CH:24][CH:23]=2)[S:20][C:19](=[S:21])[NH:18]1. The yield is 0.890.